Task: Predict the product of the given reaction.. Dataset: Forward reaction prediction with 1.9M reactions from USPTO patents (1976-2016) (1) Given the reactants [Cl:1][C:2]1[CH:7]=[CH:6][C:5]([F:8])=[C:4]([Cl:9])[C:3]=1[C:10](=[O:12])[CH3:11].[BH4-].[Na+].[NH4+].[Cl-], predict the reaction product. The product is: [Cl:9][C:4]1[C:5]([F:8])=[CH:6][CH:7]=[C:2]([Cl:1])[C:3]=1[CH:10]([OH:12])[CH3:11]. (2) Given the reactants C(=O)([O-])[O-].[Cs+].[Cs+].Cl[C:8]1[C:9]([N:14]2[CH2:17][CH:16]([C:18]3[NH:22][C:21]4[CH:23]=[CH:24][C:25]([CH3:27])=[CH:26][C:20]=4[N:19]=3)[CH2:15]2)=[N:10][CH:11]=[CH:12][N:13]=1.CN1C(=O)CCC1.[O:35]1[CH2:40][CH2:39][CH:38]([OH:41])[CH2:37][CH2:36]1, predict the reaction product. The product is: [CH3:27][C:25]1[CH:24]=[CH:23][C:21]2[NH:22][C:18]([CH:16]3[CH2:17][N:14]([C:9]4[C:8]([O:41][CH:38]5[CH2:39][CH2:40][O:35][CH2:36][CH2:37]5)=[N:13][CH:12]=[CH:11][N:10]=4)[CH2:15]3)=[N:19][C:20]=2[CH:26]=1. (3) Given the reactants [Br:1][C:2]1[N:7]=[C:6]([NH2:8])[CH:5]=[CH:4][CH:3]=1.CC1C=CN=C(N)C=1C.C(=O)(OC(C)(C)C)[O:19][C:20]([O:22][C:23]([CH3:26])([CH3:25])[CH3:24])=O, predict the reaction product. The product is: [Br:1][C:2]1[N:7]=[C:6]([NH:8][C:20](=[O:19])[O:22][C:23]([CH3:26])([CH3:25])[CH3:24])[CH:5]=[CH:4][CH:3]=1. (4) The product is: [CH3:16][S:17]([O:1][CH2:2][CH2:3][C:4]1[CH:5]=[CH:6][C:7]([N:10]2[CH2:14][CH2:13][O:12][C:11]2=[O:15])=[CH:8][CH:9]=1)(=[O:19])=[O:18]. Given the reactants [OH:1][CH2:2][CH2:3][C:4]1[CH:9]=[CH:8][C:7]([N:10]2[CH2:14][CH2:13][O:12][C:11]2=[O:15])=[CH:6][CH:5]=1.[CH3:16][S:17](Cl)(=[O:19])=[O:18], predict the reaction product. (5) Given the reactants [CH2:1]([N:8]1[CH2:12][CH2:11][CH:10]([NH2:13])[CH2:9]1)[C:2]1[CH:7]=[CH:6][CH:5]=[CH:4][CH:3]=1.CCN([CH:20]([CH3:22])C)C(C)C.C([CH:25]([C:29](Cl)=[O:30])[C:26](Cl)=[O:27])C.CN(C=[O:36])C, predict the reaction product. The product is: [CH2:1]([N:8]1[CH2:12][CH2:11][CH:10]([NH:13][C:29](=[O:30])[CH2:25][C:26]([O:27][CH2:20][CH3:22])=[O:36])[CH2:9]1)[C:2]1[CH:3]=[CH:4][CH:5]=[CH:6][CH:7]=1. (6) Given the reactants Cl.Cl.[CH3:3][N:4]1[CH2:9][CH2:8][N:7]2[C:10]([C:13]([F:16])([F:15])[F:14])=[CH:11][CH:12]=[C:6]2[C:5]21[CH2:21][CH2:20][NH:19][CH2:18][CH2:17]2.[CH:22]([O:25][C:26]1[CH:34]=[CH:33][C:29]([C:30](O)=[O:31])=[CH:28][C:27]=1[O:35][CH3:36])([CH3:24])[CH3:23].CN(C(ON1N=NC2C=CC=NC1=2)=[N+](C)C)C.F[P-](F)(F)(F)(F)F.CCN(CC)CC, predict the reaction product. The product is: [CH:22]([O:25][C:26]1[CH:34]=[CH:33][C:29]([C:30]([N:19]2[CH2:20][CH2:21][C:5]3([N:4]([CH3:3])[CH2:9][CH2:8][N:7]4[C:10]([C:13]([F:14])([F:15])[F:16])=[CH:11][CH:12]=[C:6]34)[CH2:17][CH2:18]2)=[O:31])=[CH:28][C:27]=1[O:35][CH3:36])([CH3:24])[CH3:23].